From a dataset of Reaction yield outcomes from USPTO patents with 853,638 reactions. Predict the reaction yield, written as a fraction of the theoretical maximum amount of product (1.0 means a 100% yield; for example, 0.34 means a 34% yield). The yield is 0.180. The catalyst is C1C=CC(/C=C/C(/C=C/C2C=CC=CC=2)=O)=CC=1.C1C=CC(/C=C/C(/C=C/C2C=CC=CC=2)=O)=CC=1.C1C=CC(/C=C/C(/C=C/C2C=CC=CC=2)=O)=CC=1.[Pd].[Pd].O1CCOCC1. The reactants are C(P(C(C)(C)C)C1C=CC=CC=1C1C(C(C)C)=CC(C(C)C)=CC=1C(C)C)(C)(C)C.Br[C:32]1[N:33]=[C:34]2[CH:40]=[CH:39][N:38]([S:41]([C:44]3[CH:50]=[CH:49][C:47]([CH3:48])=[CH:46][CH:45]=3)(=[O:43])=[O:42])[C:35]2=[N:36][CH:37]=1.[C:51](=[O:58])([O:53][C:54]([CH3:57])([CH3:56])[CH3:55])[NH2:52].CC([O-])(C)C.[Na+]. The product is [S:41]([N:38]1[C:35]2=[N:36][CH:37]=[C:32]([NH:52][C:51](=[O:58])[O:53][C:54]([CH3:57])([CH3:56])[CH3:55])[N:33]=[C:34]2[CH:40]=[CH:39]1)([C:44]1[CH:50]=[CH:49][C:47]([CH3:48])=[CH:46][CH:45]=1)(=[O:43])=[O:42].